Dataset: Reaction yield outcomes from USPTO patents with 853,638 reactions. Task: Predict the reaction yield, written as a fraction of the theoretical maximum amount of product (1.0 means a 100% yield; for example, 0.34 means a 34% yield). (1) The reactants are [NH2:1][C:2]1[C:11](Cl)=[N:10][C:9]2[C:4](=[CH:5][C:6]([Cl:14])=[C:7]([Cl:13])[CH:8]=2)[N:3]=1.[CH3:15][O-:16].[Na+]. The catalyst is O1CCCC1.CO. The product is [NH2:1][C:2]1[C:11]([O:16][CH3:15])=[N:10][C:9]2[C:4](=[CH:5][C:6]([Cl:14])=[C:7]([Cl:13])[CH:8]=2)[N:3]=1. The yield is 0.800. (2) The reactants are [C:1]([C:9]1[CH:16]=[CH:15][C:12]([CH:13]=O)=[CH:11][CH:10]=1)#[C:2][CH2:3][CH2:4][CH2:5][CH2:6][CH2:7][CH3:8].[Cl:17][C:18]1[CH:19]=[C:20]([CH2:24][CH2:25][NH2:26])[CH:21]=[CH:22][CH:23]=1. No catalyst specified. The product is [Cl:17][C:18]1[CH:19]=[C:20]([CH2:24][CH2:25][NH:26][CH2:13][C:12]2[CH:15]=[CH:16][C:9]([C:1]#[C:2][CH2:3][CH2:4][CH2:5][CH2:6][CH2:7][CH3:8])=[CH:10][CH:11]=2)[CH:21]=[CH:22][CH:23]=1. The yield is 0.620. (3) The reactants are [F:1][C:2]1[CH:11]=[CH:10][C:5]([C:6]([NH:8][NH2:9])=[O:7])=[CH:4][CH:3]=1.[Cl:12][C:13]1[C:14]([CH3:29])=[C:15]([NH:21][C@H:22]([C@H:26]([OH:28])[CH3:27])[C:23](O)=[O:24])[CH:16]=[CH:17][C:18]=1[C:19]#[N:20]. No catalyst specified. The product is [Cl:12][C:13]1[C:14]([CH3:29])=[C:15]([NH:21][C@H:22]([C@H:26]([OH:28])[CH3:27])[C:23]([NH:9][NH:8][C:6](=[O:7])[C:5]2[CH:10]=[CH:11][C:2]([F:1])=[CH:3][CH:4]=2)=[O:24])[CH:16]=[CH:17][C:18]=1[C:19]#[N:20]. The yield is 0.540. (4) The reactants are CO[C:3](=[O:26])[C:4]1[CH:9]=[CH:8][C:7]([O:10][CH2:11][C:12]2[C:13]([C:18]3[CH:23]=[CH:22][C:21]([F:24])=[C:20]([F:25])[CH:19]=3)=[N:14][O:15][C:16]=2[CH3:17])=[N:6][CH:5]=1.[CH:27]([NH2:30])([CH3:29])[CH3:28]. No catalyst specified. The product is [F:25][C:20]1[CH:19]=[C:18]([C:13]2[C:12]([CH2:11][O:10][C:7]3[CH:8]=[CH:9][C:4]([C:3]([NH:30][CH:27]([CH3:29])[CH3:28])=[O:26])=[CH:5][N:6]=3)=[C:16]([CH3:17])[O:15][N:14]=2)[CH:23]=[CH:22][C:21]=1[F:24]. The yield is 0.740. (5) The catalyst is C1COCC1. The product is [Cl:1][C:2]1[CH:7]=[CH:6][C:5]([C:8]2[CH:9]=[CH:10][N:11]=[CH:12][C:13]=2[CH:14]([OH:15])[CH3:17])=[C:4]([F:16])[CH:3]=1. The yield is 0.310. The reactants are [Cl:1][C:2]1[CH:7]=[CH:6][C:5]([C:8]2[C:13]([CH:14]=[O:15])=[CH:12][N:11]=[CH:10][CH:9]=2)=[C:4]([F:16])[CH:3]=1.[CH3:17][Mg]Br. (6) The reactants are Br[C:2]1[N:3]=[C:4]([NH:11][C:12]2[CH:17]=[C:16]([O:18][CH3:19])[C:15]([O:20][CH3:21])=[C:14](OC)[CH:13]=2)[C:5]2[N:6]([CH:8]=[CH:9][N:10]=2)[CH:7]=1.CC1(C)C(C)(C)OB([C:32]2[CH:33]=[CH:34][C:35]3[S:39][CH:38]=[N:37][C:36]=3[CH:40]=2)O1. The catalyst is C(=O)([O-])[O-].[Na+].[Na+].O1CCOCC1.CO.C(OCC)(=O)C.[Pd].C1(P(C2C=CC=CC=2)C2C=CC=CC=2)C=CC=CC=1.C1(P(C2C=CC=CC=2)C2C=CC=CC=2)C=CC=CC=1.C1(P(C2C=CC=CC=2)C2C=CC=CC=2)C=CC=CC=1.C1(P(C2C=CC=CC=2)C2C=CC=CC=2)C=CC=CC=1. The product is [S:39]1[C:35]2[CH:34]=[CH:33][C:32]([C:2]3[N:3]=[C:4]([NH:11][C:12]4[CH:13]=[CH:14][C:15]([O:20][CH3:21])=[C:16]([O:18][CH3:19])[CH:17]=4)[C:5]4[N:6]([CH:8]=[CH:9][N:10]=4)[CH:7]=3)=[CH:40][C:36]=2[N:37]=[CH:38]1. The yield is 0.700. (7) The reactants are [CH3:1][O:2][C:3]1[CH:4]=[C:5]([CH:9]=[C:10]([O:12][CH3:13])[CH:11]=1)[C:6](Cl)=[O:7].COC1C=C(C([C:28]2[CH:33]=[CH:32][C:31]([O:34][CH3:35])=[C:30]([O:36][CH3:37])[C:29]=2[O:38]C)=CC#N)C=C(OC)C=1.COC1C=CC=C(OC)C=1OC.[Cl-].[Al+3].[Cl-].[Cl-].COC1C=CC(OC)=CC=1C(C1C=C(OC)C=C(OC)C=1)=O. The catalyst is C(Cl)Cl. The product is [CH3:1][O:2][C:3]1[CH:4]=[C:5]([C:6]([C:28]2[CH:33]=[CH:32][C:31]([O:34][CH3:35])=[C:30]([O:36][CH3:37])[C:29]=2[OH:38])=[O:7])[CH:9]=[C:10]([O:12][CH3:13])[CH:11]=1. The yield is 0.500.